Dataset: hERG Central: cardiac toxicity at 1µM, 10µM, and general inhibition. Task: Predict hERG channel inhibition at various concentrations. (1) The drug is COc1ccc(CCNC2CCc3ccccc3C2)cc1. Results: hERG_inhib (hERG inhibition (general)): blocker. (2) The compound is Cc1ccc(OCCCCN2CCCCC2)c(Br)c1.O=C(O)C(=O)O. Results: hERG_inhib (hERG inhibition (general)): blocker. (3) The compound is COc1ccc(C2=NS(=O)(=O)N(C)C(C(=O)NCc3cccs3)=C2)cc1OC. Results: hERG_inhib (hERG inhibition (general)): blocker. (4) Results: hERG_inhib (hERG inhibition (general)): blocker. The drug is CS(=O)(=O)Nc1ccc(C2=NN(C(=O)c3cccc(F)c3)C(c3cccs3)C2)cc1. (5) Results: hERG_inhib (hERG inhibition (general)): blocker. The compound is CC12CCC(=O)N1C(C(=O)Nc1ccc(SC(F)F)cc1)CS2. (6) The compound is CSc1ccc(CNCC(O)c2ccccc2)cc1.Cl. Results: hERG_inhib (hERG inhibition (general)): blocker. (7) The drug is COc1ccc(-c2cc(C)no2)cc1S(=O)(=O)N(C)c1cccc(C)c1. Results: hERG_inhib (hERG inhibition (general)): blocker.